From a dataset of Full USPTO retrosynthesis dataset with 1.9M reactions from patents (1976-2016). Predict the reactants needed to synthesize the given product. (1) Given the product [CH2:22]1[C:23]2[C:28](=[CH:27][CH:26]=[CH:25][CH:24]=2)[CH2:29][CH2:30][N:21]1[CH2:20][C:18]1[S:19][C:14]2[C:13]([N:31]3[CH2:32][CH2:33][O:34][CH2:35][CH2:36]3)=[N:12][C:2]([NH:3][C:4]3[C:5]([NH2:1])=[CH:6][CH:7]=[CH:8][CH:9]=3)=[N:16][C:15]=2[CH:17]=1, predict the reactants needed to synthesize it. The reactants are: [N:1]1[C:5]2[CH:6]=[CH:7][CH:8]=[CH:9][C:4]=2[NH:3][CH:2]=1.ClC1[N:12]=[C:13]([N:31]2[CH2:36][CH2:35][O:34][CH2:33][CH2:32]2)[C:14]2[S:19][C:18]([CH2:20][N:21]3[CH2:30][CH2:29][C:28]4[C:23](=[CH:24][CH:25]=[CH:26][CH:27]=4)[CH2:22]3)=[CH:17][C:15]=2[N:16]=1.NC1C=CC=CC=1N. (2) Given the product [O:15]1[C:19]2=[CH:20][CH:21]=[CH:22][C:23]2=[CH:18][CH:17]=[C:16]1[C:24]1[N:14]=[C:12]([NH:11][C:3]2[N:2]=[CH:1][C:10]3[C:5]([CH:4]=2)=[CH:6][CH:7]=[CH:8][CH:9]=3)[S:13][CH:25]=1, predict the reactants needed to synthesize it. The reactants are: [CH:1]1[C:10]2[C:5](=[CH:6][CH:7]=[CH:8][CH:9]=2)[CH:4]=[C:3]([NH:11][C:12]([NH2:14])=[S:13])[N:2]=1.[O:15]1[C:19]2[CH:20]=[CH:21][CH:22]=[CH:23][C:18]=2[CH:17]=[C:16]1[C:24](=O)[CH2:25]Br.